From a dataset of Reaction yield outcomes from USPTO patents with 853,638 reactions. Predict the reaction yield, written as a fraction of the theoretical maximum amount of product (1.0 means a 100% yield; for example, 0.34 means a 34% yield). (1) The product is [CH2:1]([O:3][C:4]([C:6]1([C:9]2[CH:14]=[CH:13][C:12]([C:15]3[CH:20]=[CH:19][C:18]([C:21]4[S:22][C:23]([F:29])=[CH:24][C:25]=4[NH:34][C:37]([O:65][C@@H:63]([C:59]4[CH:60]=[CH:61][CH:62]=[C:57]([F:56])[CH:58]=4)[CH3:64])=[O:46])=[CH:17][C:16]=3[O:30][CH3:31])=[CH:11][CH:10]=2)[CH2:7][CH2:8]1)=[O:5])[CH3:2]. The yield is 0.620. The reactants are [CH2:1]([O:3][C:4]([C:6]1([C:9]2[CH:14]=[CH:13][C:12]([C:15]3[CH:20]=[CH:19][C:18]([C:21]4[S:22][C:23]([F:29])=[CH:24][C:25]=4C(O)=O)=[CH:17][C:16]=3[O:30][CH3:31])=[CH:11][CH:10]=2)[CH2:8][CH2:7]1)=[O:5])[CH3:2].C([N:34]([CH2:37]C)CC)C.C1(P(N=[N+]=[N-])(C2C=CC=CC=2)=[O:46])C=CC=CC=1.[F:56][C:57]1[CH:58]=[C:59]([C@H:63]([OH:65])[CH3:64])[CH:60]=[CH:61][CH:62]=1. The catalyst is C1(C)C=CC=CC=1.O.C(OCC)(=O)C. (2) The reactants are [NH2:1][C:2]1[N:7]=[CH:6][N:5]=[C:4]([NH:8][C@H:9]([C:11]2[N:16]([C:17]3[CH:22]=[CH:21][CH:20]=[CH:19][CH:18]=3)[C:15](=[O:23])[C:14]3=[C:24]([CH3:27])[CH:25]=[CH:26][N:13]3[N:12]=2)[CH3:10])[C:3]=1Br.[CH3:29][O:30][C:31]1[CH:32]=[C:33]([CH:46]=[CH:47][CH:48]=1)[C:34]([NH:36][C:37]1[CH:38]=[C:39](B(O)O)[CH:40]=[N:41][CH:42]=1)=[O:35].C(=O)([O-])[O-].[Cs+].[Cs+]. The catalyst is O1CCOCC1.C(OCC)(=O)C. The product is [NH2:1][C:2]1[C:3]([C:39]2[CH:38]=[C:37]([NH:36][C:34](=[O:35])[C:33]3[CH:46]=[CH:47][CH:48]=[C:31]([O:30][CH3:29])[CH:32]=3)[CH:42]=[N:41][CH:40]=2)=[C:4]([NH:8][C@H:9]([C:11]2[N:16]([C:17]3[CH:22]=[CH:21][CH:20]=[CH:19][CH:18]=3)[C:15](=[O:23])[C:14]3=[C:24]([CH3:27])[CH:25]=[CH:26][N:13]3[N:12]=2)[CH3:10])[N:5]=[CH:6][N:7]=1. The yield is 0.850. (3) The reactants are [Br:1][C:2]1[CH:10]=[CH:9][CH:8]=[C:7]([F:11])[C:3]=1[C:4]([OH:6])=O.C(Cl)(=O)C(Cl)=O.[OH:18][CH2:19][CH:20]1[NH:25][CH2:24][CH2:23][N:22]([C:26]([O:28][C:29]([CH3:32])([CH3:31])[CH3:30])=[O:27])[CH2:21]1.C(N(CC)CC)C. The catalyst is O1CCCC1.CN(C)C=O.O1CCCC1.CN(C)C=O.O. The product is [Br:1][C:2]1[CH:10]=[CH:9][CH:8]=[C:7]([F:11])[C:3]=1[C:4]([N:25]1[CH2:24][CH2:23][N:22]([C:26]([O:28][C:29]([CH3:30])([CH3:31])[CH3:32])=[O:27])[CH2:21][CH:20]1[CH2:19][OH:18])=[O:6]. The yield is 0.920. (4) The reactants are Br[C:2]1[CH:3]=[C:4]([C:9]2[CH:21]=[CH:20][C:12]([C:13]([NH:15][S:16]([CH3:19])(=[O:18])=[O:17])=[O:14])=[CH:11][C:10]=2[O:22][CH3:23])[CH:5]=[N:6][C:7]=1[F:8].CC1(C)C2C(=C(P(C3C=CC=CC=3)C3C=CC=CC=3)C=CC=2)OC2C(P(C3C=CC=CC=3)C3C=CC=CC=3)=CC=CC1=2.[CH3:66][N:67](C=O)C. The catalyst is [C-]#N.[Zn+2].[C-]#N.C1C=CC(/C=C/C(/C=C/C2C=CC=CC=2)=O)=CC=1.C1C=CC(/C=C/C(/C=C/C2C=CC=CC=2)=O)=CC=1.C1C=CC(/C=C/C(/C=C/C2C=CC=CC=2)=O)=CC=1.[Pd].[Pd]. The product is [C:66]([C:2]1[CH:3]=[C:4]([C:9]2[CH:21]=[CH:20][C:12]([C:13]([NH:15][S:16]([CH3:19])(=[O:18])=[O:17])=[O:14])=[CH:11][C:10]=2[O:22][CH3:23])[CH:5]=[N:6][C:7]=1[F:8])#[N:67]. The yield is 0.630.